Dataset: Catalyst prediction with 721,799 reactions and 888 catalyst types from USPTO. Task: Predict which catalyst facilitates the given reaction. (1) Product: [C:32]([C:16]1[S:15][C:14]([CH:10]2[CH2:11][CH2:12][CH2:13][N:8]([C:6]([O:5][C:1]([CH3:2])([CH3:3])[CH3:4])=[O:7])[CH2:9]2)=[N:18][C:17]=1[C:19]1[CH:24]=[CH:23][C:22]([O:25][C:26]2[CH:27]=[CH:28][CH:29]=[CH:30][CH:31]=2)=[CH:21][CH:20]=1)(=[O:33])[NH2:36]. The catalyst class is: 3. Reactant: [C:1]([O:5][C:6]([N:8]1[CH2:13][CH2:12][CH2:11][CH:10]([C:14]2[S:15][C:16]([C:32](O)=[O:33])=[C:17]([C:19]3[CH:24]=[CH:23][C:22]([O:25][C:26]4[CH:31]=[CH:30][CH:29]=[CH:28][CH:27]=4)=[CH:21][CH:20]=3)[N:18]=2)[CH2:9]1)=[O:7])([CH3:4])([CH3:3])[CH3:2].C[N:36](C(ON1N=NC2C=CC=NC1=2)=[N+](C)C)C.F[P-](F)(F)(F)(F)F.CCN(C(C)C)C(C)C. (2) Reactant: [F:1][C:2]([F:19])([F:18])[C:3]([N:5]1[CH2:10][CH2:9][N:8]([C:11]2[CH:16]=[CH:15][CH:14]=[CH:13][C:12]=2[CH3:17])[CH2:7][CH2:6]1)=[O:4].[Cl:20][S:21](O)(=[O:23])=[O:22]. Product: [CH3:17][C:12]1[CH:13]=[CH:14][C:15]([S:21]([Cl:20])(=[O:23])=[O:22])=[CH:16][C:11]=1[N:8]1[CH2:7][CH2:6][N:5]([C:3](=[O:4])[C:2]([F:1])([F:18])[F:19])[CH2:10][CH2:9]1. The catalyst class is: 4. (3) Reactant: [N:1]1[CH:6]=[CH:5][CH:4]=[CH:3][C:2]=1/[CH:7]=[CH:8]/[C:9]1[CH:14]=[CH:13][C:12]([C:15]2([C:18]([N:20]3[CH2:24][CH2:23][C@@:22]4([C:32]5[CH:31]=[CH:30][N:29]=[CH:28][C:27]=5[C:26](=[O:33])[O:25]4)[CH2:21]3)=[O:19])[CH2:17][CH2:16]2)=[CH:11][CH:10]=1.CO. Product: [N:1]1[CH:6]=[CH:5][CH:4]=[CH:3][C:2]=1[CH2:7][CH2:8][C:9]1[CH:14]=[CH:13][C:12]([C:15]2([C:18]([N:20]3[CH2:24][CH2:23][C@@:22]4([C:32]5[CH:31]=[CH:30][N:29]=[CH:28][C:27]=5[C:26](=[O:33])[O:25]4)[CH2:21]3)=[O:19])[CH2:17][CH2:16]2)=[CH:11][CH:10]=1. The catalyst class is: 45. (4) Reactant: [Br:1][C:2]1[CH:3]=[C:4]([F:20])[C:5]([Cl:19])=[C:6]([O:8][C:9]2[C:14]([F:15])=[C:13]([CH2:16]Br)[CH:12]=[CH:11][C:10]=2[Cl:18])[CH:7]=1.[N-:21]=[N+:22]=[N-:23].[Na+]. Product: [N:21]([CH2:16][C:13]1[CH:12]=[CH:11][C:10]([Cl:18])=[C:9]([O:8][C:6]2[CH:7]=[C:2]([Br:1])[CH:3]=[C:4]([F:20])[C:5]=2[Cl:19])[C:14]=1[F:15])=[N+:22]=[N-:23]. The catalyst class is: 197.